Dataset: Full USPTO retrosynthesis dataset with 1.9M reactions from patents (1976-2016). Task: Predict the reactants needed to synthesize the given product. (1) Given the product [CH3:1][O:2][C:3]([C:5]1[CH:10]=[CH:9][C:8]([C:11]([N:51]2[CH2:52][CH2:53][CH2:54][CH:49]([C:43]3([CH2:55][C:56]4[CH:61]=[CH:60][CH:59]=[C:58]([Cl:62])[CH:57]=4)[C:42]4[C:46](=[CH:47][C:39]([Cl:38])=[CH:40][CH:41]=4)[NH:45][C:44]3=[O:48])[CH2:50]2)=[O:13])=[CH:7][N:6]=1)=[O:4], predict the reactants needed to synthesize it. The reactants are: [CH3:1][O:2][C:3]([C:5]1[CH:10]=[CH:9][C:8]([C:11]([OH:13])=O)=[CH:7][N:6]=1)=[O:4].C1(P(N=[N+]=[N-])(C2C=CC=CC=2)=O)C=CC=CC=1.C(N(CC)CC)C.[Cl:38][C:39]1[CH:47]=[C:46]2[C:42]([C:43]([CH2:55][C:56]3[CH:61]=[CH:60][CH:59]=[C:58]([Cl:62])[CH:57]=3)([CH:49]3[CH2:54][CH2:53][CH2:52][NH:51][CH2:50]3)[C:44](=[O:48])[NH:45]2)=[CH:41][CH:40]=1. (2) Given the product [Cl:20][C:17]1[CH:18]=[C:19]2[C:14](=[CH:15][CH:16]=1)[NH:13][C:12](=[O:21])[C:11]2=[C:8]1[C:9]2[C:5](=[CH:4][CH:3]=[C:2]([NH:1][C:32](=[O:33])[CH:31]=[CH2:30])[CH:10]=2)[CH2:6][O:7]1, predict the reactants needed to synthesize it. The reactants are: [NH2:1][C:2]1[CH:10]=[C:9]2[C:5]([CH2:6][O:7][C:8]2=[C:11]2[C:19]3[C:14](=[CH:15][CH:16]=[C:17]([Cl:20])[CH:18]=3)[NH:13][C:12]2=[O:21])=[CH:4][CH:3]=1.C(N(CC)CC)C.Br[CH2:30][CH2:31][C:32](Cl)=[O:33].O. (3) Given the product [Cl:1][C:2]1[N:3]=[CH:4][N:5]([C:7]2[CH:16]=[CH:15][C:10]([C:11]([NH:20][NH2:21])=[O:12])=[CH:9][C:8]=2[O:17][CH3:18])[CH:6]=1, predict the reactants needed to synthesize it. The reactants are: [Cl:1][C:2]1[N:3]=[CH:4][N:5]([C:7]2[CH:16]=[CH:15][C:10]([C:11](OC)=[O:12])=[CH:9][C:8]=2[O:17][CH3:18])[CH:6]=1.O.[NH2:20][NH2:21]. (4) Given the product [Cl:11][C:12]1[CH:17]=[CH:16][C:15]([S:18][C:2]2[CH:9]=[CH:8][C:7]([F:10])=[CH:6][C:3]=2[CH:4]=[O:5])=[CH:14][CH:13]=1, predict the reactants needed to synthesize it. The reactants are: F[C:2]1[CH:9]=[CH:8][C:7]([F:10])=[CH:6][C:3]=1[CH:4]=[O:5].[Cl:11][C:12]1[CH:17]=[CH:16][C:15]([SH:18])=[CH:14][CH:13]=1.C([O-])([O-])=O.[K+].[K+].O. (5) Given the product [Cl:30][C:31]1[C:39]2[C:34](=[CH:35][CH:36]=[C:37]([C:40]3[N:41]=[C:5]([C:4]4[CH:8]=[CH:9][C:10]([O:11][C:12]([F:15])([F:14])[F:13])=[C:2]([Cl:1])[CH:3]=4)[O:7][N:42]=3)[CH:38]=2)[N:33]([CH2:44][CH2:45][C:46]([O:48][CH2:49][CH3:50])=[O:47])[CH:32]=1, predict the reactants needed to synthesize it. The reactants are: [Cl:1][C:2]1[CH:3]=[C:4]([CH:8]=[CH:9][C:10]=1[O:11][C:12]([F:15])([F:14])[F:13])[C:5]([OH:7])=O.C(Cl)CCl.C1C=CC2N(O)N=NC=2C=1.[Cl:30][C:31]1[C:39]2[C:34](=[CH:35][CH:36]=[C:37]([C:40]([NH:42]O)=[NH:41])[CH:38]=2)[N:33]([CH2:44][CH2:45][C:46]([O:48][CH2:49][CH3:50])=[O:47])[CH:32]=1. (6) Given the product [Br:1][C:2]1[CH:3]=[CH:4][C:5]([C:8]([N:22]2[CH2:23][CH2:24][N:19]([C:13]3[CH:14]=[CH:15][C:16]([CH3:18])=[CH:17][C:12]=3[CH3:11])[CH2:20][CH2:21]2)=[O:10])=[N:6][CH:7]=1, predict the reactants needed to synthesize it. The reactants are: [Br:1][C:2]1[CH:3]=[CH:4][C:5]([C:8]([OH:10])=O)=[N:6][CH:7]=1.[CH3:11][C:12]1[CH:17]=[C:16]([CH3:18])[CH:15]=[CH:14][C:13]=1[N:19]1[CH2:24][CH2:23][NH:22][CH2:21][CH2:20]1. (7) Given the product [CH3:1][O:2][C:3]1[C:4]([O:29][CH2:30][C:31]([F:32])([F:34])[F:33])=[CH:5][C:6]2[CH2:15][CH:14]([C:16]([CH3:21])([CH3:20])[CH2:17][O:18][CH3:19])[N:13]3[C:8](=[CH:9][C:10](=[O:27])[C:11]([C:22]([OH:24])=[O:23])=[CH:12]3)[C:7]=2[CH:28]=1, predict the reactants needed to synthesize it. The reactants are: [CH3:1][O:2][C:3]1[C:4]([O:29][CH2:30][C:31]([F:34])([F:33])[F:32])=[CH:5][C:6]2[CH2:15][CH:14]([C:16]([CH3:21])([CH3:20])[CH2:17][O:18][CH3:19])[N:13]3[C:8](=[CH:9][C:10](=[O:27])[C:11]([C:22]([O:24]CC)=[O:23])=[CH:12]3)[C:7]=2[CH:28]=1.[Li+].[OH-].Cl.